Predict which catalyst facilitates the given reaction. From a dataset of Catalyst prediction with 721,799 reactions and 888 catalyst types from USPTO. (1) Reactant: [C:1]([NH:8][C@H:9]([C:17]([OH:19])=O)[CH2:10][C:11]1[CH:16]=[CH:15][N:14]=[CH:13][CH:12]=1)([O:3][C:4]([CH3:7])([CH3:6])[CH3:5])=[O:2].[NH:20]1[CH2:25][CH2:24][O:23][CH2:22][CH2:21]1.CCN(C(C)C)C(C)C.CN(C(ON1N=NC2C=CC=CC1=2)=[N+](C)C)C.[B-](F)(F)(F)F. Product: [N:20]1([C:17](=[O:19])[C@@H:9]([NH:8][C:1](=[O:2])[O:3][C:4]([CH3:5])([CH3:6])[CH3:7])[CH2:10][C:11]2[CH:12]=[CH:13][N:14]=[CH:15][CH:16]=2)[CH2:25][CH2:24][O:23][CH2:22][CH2:21]1. The catalyst class is: 2. (2) Reactant: [Cl:1][C:2]1[N:3]=[N:4][C:5](Cl)=[C:6]([CH3:9])[C:7]=1[CH3:8].[F:11][C:12]1[CH:17]=[CH:16][C:15]([CH2:18][N:19]([CH3:26])[CH:20]2[CH2:25][CH2:24][NH:23][CH2:22][CH2:21]2)=[C:14]([C:27]([F:30])([F:29])[F:28])[CH:13]=1.C(=O)([O-])[O-].[Na+].[Na+]. Product: [Cl:1][C:2]1[N:3]=[N:4][C:5]([N:23]2[CH2:24][CH2:25][CH:20]([N:19]([CH2:18][C:15]3[CH:16]=[CH:17][C:12]([F:11])=[CH:13][C:14]=3[C:27]([F:29])([F:28])[F:30])[CH3:26])[CH2:21][CH2:22]2)=[C:6]([CH3:9])[C:7]=1[CH3:8]. The catalyst class is: 37. (3) Reactant: [Br:1][C:2]1[S:6][C:5]([S:7](Cl)(=[O:9])=[O:8])=[CH:4][CH:3]=1.C[C:12]1[CH:17]=[CH:16][C:15]([NH:18][C:19]([NH:21][C:22]2[CH:27]=[CH:26][CH:25]=[CH:24][CH:23]=2)=[O:20])=[C:14](N)[CH:13]=1.[N:29]1C=CC=C[CH:30]=1. Product: [CH3:30][N:29]([C:12]1[CH:13]=[CH:14][C:15]([NH:18][C:19]([NH:21][C:22]2[CH:23]=[CH:24][CH:25]=[CH:26][CH:27]=2)=[O:20])=[CH:16][CH:17]=1)[S:7]([C:5]1[S:6][C:2]([Br:1])=[CH:3][CH:4]=1)(=[O:9])=[O:8]. The catalyst class is: 2. (4) Product: [C:11]([O:10][C:8]([N:6]1[CH2:7][C:2](=[O:1])[NH:3][C@H:4]([C:15]([OH:17])=[O:16])[CH2:5]1)=[O:9])([CH3:14])([CH3:12])[CH3:13]. Reactant: [O:1]=[C:2]1[CH2:7][N:6]([C:8]([O:10][C:11]([CH3:14])([CH3:13])[CH3:12])=[O:9])[CH2:5][C@@H:4]([C:15]([O:17]C)=[O:16])[NH:3]1.O[Li].O. The catalyst class is: 200.